This data is from NCI-60 drug combinations with 297,098 pairs across 59 cell lines. The task is: Regression. Given two drug SMILES strings and cell line genomic features, predict the synergy score measuring deviation from expected non-interaction effect. (1) Drug 1: C1CC(=O)NC(=O)C1N2CC3=C(C2=O)C=CC=C3N. Drug 2: COC1=C(C=C2C(=C1)N=CN=C2NC3=CC(=C(C=C3)F)Cl)OCCCN4CCOCC4. Cell line: MDA-MB-435. Synergy scores: CSS=13.8, Synergy_ZIP=2.95, Synergy_Bliss=3.50, Synergy_Loewe=1.26, Synergy_HSA=5.17. (2) Cell line: CCRF-CEM. Synergy scores: CSS=56.8, Synergy_ZIP=0.493, Synergy_Bliss=0.692, Synergy_Loewe=-12.1, Synergy_HSA=2.24. Drug 2: CCC1=C2CN3C(=CC4=C(C3=O)COC(=O)C4(CC)O)C2=NC5=C1C=C(C=C5)O. Drug 1: COC1=C(C=C2C(=C1)N=CN=C2NC3=CC(=C(C=C3)F)Cl)OCCCN4CCOCC4. (3) Drug 1: CC(CN1CC(=O)NC(=O)C1)N2CC(=O)NC(=O)C2. Drug 2: CC1=C2C(C(=O)C3(C(CC4C(C3C(C(C2(C)C)(CC1OC(=O)C(C(C5=CC=CC=C5)NC(=O)C6=CC=CC=C6)O)O)OC(=O)C7=CC=CC=C7)(CO4)OC(=O)C)O)C)OC(=O)C. Cell line: 786-0. Synergy scores: CSS=22.5, Synergy_ZIP=-10.4, Synergy_Bliss=-7.06, Synergy_Loewe=-18.6, Synergy_HSA=-4.34. (4) Drug 1: C1=CC(=CC=C1C#N)C(C2=CC=C(C=C2)C#N)N3C=NC=N3. Drug 2: C1CCC(C(C1)N)N.C(=O)(C(=O)[O-])[O-].[Pt+4]. Cell line: NCI-H460. Synergy scores: CSS=22.9, Synergy_ZIP=0.428, Synergy_Bliss=0.672, Synergy_Loewe=-3.76, Synergy_HSA=0.160. (5) Drug 1: CN(C)N=NC1=C(NC=N1)C(=O)N. Drug 2: CN(CC1=CN=C2C(=N1)C(=NC(=N2)N)N)C3=CC=C(C=C3)C(=O)NC(CCC(=O)O)C(=O)O. Cell line: TK-10. Synergy scores: CSS=35.5, Synergy_ZIP=-0.0130, Synergy_Bliss=-1.69, Synergy_Loewe=-30.0, Synergy_HSA=-4.41. (6) Drug 1: CN(CC1=CN=C2C(=N1)C(=NC(=N2)N)N)C3=CC=C(C=C3)C(=O)NC(CCC(=O)O)C(=O)O. Drug 2: C1CN(P(=O)(OC1)NCCCl)CCCl. Cell line: MALME-3M. Synergy scores: CSS=1.88, Synergy_ZIP=0.764, Synergy_Bliss=2.84, Synergy_Loewe=3.40, Synergy_HSA=2.13. (7) Drug 1: CS(=O)(=O)C1=CC(=C(C=C1)C(=O)NC2=CC(=C(C=C2)Cl)C3=CC=CC=N3)Cl. Drug 2: C1C(C(OC1N2C=NC3=C(N=C(N=C32)Cl)N)CO)O. Cell line: SK-MEL-5. Synergy scores: CSS=5.04, Synergy_ZIP=2.51, Synergy_Bliss=6.12, Synergy_Loewe=1.41, Synergy_HSA=2.41.